From a dataset of Full USPTO retrosynthesis dataset with 1.9M reactions from patents (1976-2016). Predict the reactants needed to synthesize the given product. (1) Given the product [CH2:1]([C:3]1[CH:8]=[CH:7][C:6]([CH2:9][CH2:10][CH:11]([CH2:25][CH2:24][CH2:23][C:17]2[CH:22]=[CH:21][CH:20]=[CH:19][CH:18]=2)[C:12]([O:14][CH2:15][CH3:16])=[O:13])=[CH:5][CH:4]=1)[CH3:2], predict the reactants needed to synthesize it. The reactants are: [CH2:1]([C:3]1[CH:8]=[CH:7][C:6]([CH2:9][CH2:10][CH2:11][C:12]([O:14][CH2:15][CH3:16])=[O:13])=[CH:5][CH:4]=1)[CH3:2].[C:17]1([CH2:23][CH2:24][CH2:25]I)[CH:22]=[CH:21][CH:20]=[CH:19][CH:18]=1. (2) Given the product [CH3:34][O:35][C:36]1[CH:37]=[CH:38][C:39]([C:42]([N:44]=[C:45]=[S:46])=[O:43])=[CH:40][CH:41]=1.[CH3:12][O:13][C:14]1[CH:15]=[C:16]2[C:21](=[CH:22][C:23]=1[O:24][CH3:25])[N:20]=[CH:19][N:18]=[C:17]2[O:26][C:27]1[CH:33]=[CH:32][C:30]([NH:31][C:45]([NH:44][C:42](=[O:43])[C:39]2[CH:40]=[CH:41][C:36]([O:35][CH3:34])=[CH:37][CH:38]=2)=[S:46])=[CH:29][CH:28]=1, predict the reactants needed to synthesize it. The reactants are: COC1C=CC(C(Cl)=O)=CC=1.[CH3:12][O:13][C:14]1[CH:15]=[C:16]2[C:21](=[CH:22][C:23]=1[O:24][CH3:25])[N:20]=[CH:19][N:18]=[C:17]2[O:26][C:27]1[CH:33]=[CH:32][C:30]([NH2:31])=[CH:29][CH:28]=1.[CH3:34][O:35][C:36]1[CH:41]=[CH:40][C:39]([C:42]([N:44]=[C:45]=[S:46])=[O:43])=[CH:38][CH:37]=1. (3) Given the product [ClH:1].[Cl:1][C:2]1[CH:28]=[CH:27][C:5]([O:6][C:7]2[CH:8]=[CH:9][C:10]([NH:13][CH:14]3[CH2:19][CH2:18][NH:17][CH2:16][CH2:15]3)=[CH:11][CH:12]=2)=[CH:4][CH:3]=1, predict the reactants needed to synthesize it. The reactants are: [Cl:1][C:2]1[CH:28]=[CH:27][C:5]([O:6][C:7]2[CH:12]=[CH:11][C:10]([NH:13][CH:14]3[CH2:19][CH2:18][N:17](C(OC(C)(C)C)=O)[CH2:16][CH2:15]3)=[CH:9][CH:8]=2)=[CH:4][CH:3]=1.Cl.O1CCOCC1. (4) The reactants are: [Cl:1][C:2]1[CH:3]=[C:4]2[C:9](=[CH:10][CH:11]=1)[N:8]=[C:7]([C:12]([NH:14][C@H:15]1[CH2:19][CH2:18][N:17](C(OC(C)(C)C)=O)[CH2:16]1)=[O:13])[N:6]=[CH:5]2.Cl. Given the product [Cl:1][C:2]1[CH:3]=[C:4]2[C:9](=[CH:10][CH:11]=1)[N:8]=[C:7]([C:12]([NH:14][C@H:15]1[CH2:19][CH2:18][NH:17][CH2:16]1)=[O:13])[N:6]=[CH:5]2, predict the reactants needed to synthesize it. (5) Given the product [CH2:1]([O:3][P:4]([CH2:9][C:10]1[CH:15]=[CH:14][C:13]([NH:16][C:17]2[N:22]=[C:21]([NH:30][C:31]3[C:32]([C:37](=[O:38])[NH:39][CH3:40])=[N:33][CH:34]=[CH:35][CH:36]=3)[C:20]([C:24]([F:27])([F:26])[F:25])=[CH:19][N:18]=2)=[C:12]([O:28][CH3:29])[CH:11]=1)(=[O:8])[O:5][CH2:6][CH3:7])[CH3:2], predict the reactants needed to synthesize it. The reactants are: [CH2:1]([O:3][P:4]([CH2:9][C:10]1[CH:15]=[CH:14][C:13]([NH:16][C:17]2[N:22]=[C:21](Cl)[C:20]([C:24]([F:27])([F:26])[F:25])=[CH:19][N:18]=2)=[C:12]([O:28][CH3:29])[CH:11]=1)(=[O:8])[O:5][CH2:6][CH3:7])[CH3:2].[NH2:30][C:31]1[C:32]([C:37]([NH:39][CH3:40])=[O:38])=[N:33][CH:34]=[CH:35][CH:36]=1.C(O)(C(F)(F)F)=O. (6) Given the product [Br:10][C:11]1[CH:12]=[CH:13][C:14]([O:18][CH3:19])=[C:15]([CH:16]=1)[O:17][Si:24]([C:20]([CH3:23])([CH3:22])[CH3:21])([CH3:26])[CH3:25], predict the reactants needed to synthesize it. The reactants are: C(N(C(C)C)C(C)C)C.[Br:10][C:11]1[CH:12]=[CH:13][C:14]([O:18][CH3:19])=[C:15]([OH:17])[CH:16]=1.[C:20]([Si:24](Cl)([CH3:26])[CH3:25])([CH3:23])([CH3:22])[CH3:21].C([O-])(O)=O.[Na+].